From a dataset of Forward reaction prediction with 1.9M reactions from USPTO patents (1976-2016). Predict the product of the given reaction. (1) Given the reactants [C:1]([OH:27])(=[O:26])[CH2:2][CH2:3][CH2:4][CH2:5][CH2:6][CH2:7][CH2:8][CH2:9][C:10]#[C:11][C:12]#[C:13][CH2:14][CH2:15][CH2:16][CH2:17][CH2:18][CH2:19][CH2:20][CH2:21][CH2:22][CH2:23][CH2:24][CH3:25].[CH3:28]O, predict the reaction product. The product is: [C:1]([O:27][CH3:28])(=[O:26])[CH2:2][CH2:3][CH2:4][CH2:5][CH2:6][CH2:7][CH2:8][CH2:9][C:10]#[C:11][C:12]#[C:13][CH2:14][CH2:15][CH2:16][CH2:17][CH2:18][CH2:19][CH2:20][CH2:21][CH2:22][CH2:23][CH2:24][CH3:25]. (2) Given the reactants [CH3:1][O:2][C:3](=[O:9])[C:4]([CH3:8])([CH3:7])[CH2:5][OH:6].O.C1(C)C=CC(S(O)(=O)=O)=CC=1.[O:22]1[CH:27]=[CH:26][CH2:25][CH2:24][CH2:23]1.C([O-])(O)=O.[Na+], predict the reaction product. The product is: [CH3:7][C:4]([CH3:8])([CH2:5][O:6][CH:23]1[CH2:24][CH2:25][CH2:26][CH2:27][O:22]1)[C:3]([O:2][CH3:1])=[O:9]. (3) Given the reactants C([O:3][C:4](=[O:36])[CH:5]([CH2:8][C:9]1[CH:14]=[CH:13][C:12]([O:15][C:16]([CH3:34])([C:18]2[S:22][C:21]([C:23]3[CH:28]=[CH:27][C:26]([C:29]([F:32])([F:31])[F:30])=[CH:25][CH:24]=3)=[N:20][C:19]=2[CH3:33])[CH3:17])=[CH:11][C:10]=1[CH3:35])[CH2:6][CH3:7])C.[OH-].[Na+], predict the reaction product. The product is: [CH3:35][C:10]1[CH:11]=[C:12]([O:15][C:16]([CH3:17])([C:18]2[S:22][C:21]([C:23]3[CH:24]=[CH:25][C:26]([C:29]([F:32])([F:31])[F:30])=[CH:27][CH:28]=3)=[N:20][C:19]=2[CH3:33])[CH3:34])[CH:13]=[CH:14][C:9]=1[CH2:8][CH:5]([CH2:6][CH3:7])[C:4]([OH:36])=[O:3]. (4) Given the reactants C[Si]([N-][Si](C)(C)C)(C)C.[Na+].[Br:11][C:12]1[CH:21]=[CH:20][C:19]([Cl:22])=[CH:18][C:13]=1[C:14]([O:16]C)=O.[F:23][C:24]([F:34])([C:30]([F:33])([F:32])[F:31])[CH2:25][CH2:26]C(O)=O, predict the reaction product. The product is: [Br:11][C:12]1[CH:21]=[CH:20][C:19]([Cl:22])=[CH:18][C:13]=1[C:14](=[O:16])[CH2:26][CH2:25][C:24]([F:34])([F:23])[C:30]([F:33])([F:32])[F:31]. (5) Given the reactants [C:1]([O:5][C:6]([N:8]1[CH2:12][CH2:11][CH2:10][C@H:9]1[C:13]([OH:15])=O)=[O:7])([CH3:4])([CH3:3])[CH3:2].CN1CCOCC1.[CH3:23][O:24][C:25](=[O:30])[C@@H:26]([NH2:29])[CH2:27][OH:28], predict the reaction product. The product is: [OH:28][CH2:27][C@H:26]([NH:29][C:13]([C@@H:9]1[CH2:10][CH2:11][CH2:12][N:8]1[C:6]([O:5][C:1]([CH3:2])([CH3:3])[CH3:4])=[O:7])=[O:15])[C:25]([O:24][CH3:23])=[O:30].